From a dataset of Catalyst prediction with 721,799 reactions and 888 catalyst types from USPTO. Predict which catalyst facilitates the given reaction. (1) Reactant: [C:1]1([CH2:7][O:8][C:9]2[CH:17]=[CH:16][CH:15]=[C:14]3[C:10]=2[CH:11]=[N:12][NH:13]3)[CH:6]=[CH:5][CH:4]=[CH:3][CH:2]=1.[F:18][C:19]1[CH:20]=[C:21](B(O)O)[CH:22]=[C:23]([F:33])[C:24]=1[O:25][CH2:26][C:27]1[CH:32]=[CH:31][CH:30]=[CH:29][CH:28]=1.N1C=CC=CC=1. Product: [F:18][C:19]1[CH:20]=[C:21]([N:13]2[C:14]3[C:10](=[C:9]([O:8][CH2:7][C:1]4[CH:2]=[CH:3][CH:4]=[CH:5][CH:6]=4)[CH:17]=[CH:16][CH:15]=3)[CH:11]=[N:12]2)[CH:22]=[C:23]([F:33])[C:24]=1[O:25][CH2:26][C:27]1[CH:28]=[CH:29][CH:30]=[CH:31][CH:32]=1. The catalyst class is: 221. (2) The catalyst class is: 26. Reactant: [F:1][C:2]([F:29])([F:28])[C:3]([N:5]([C@@H:13]1[CH2:15][C@H:14]1[C:16]1[CH:21]=[CH:20][C:19]([C:22]2[CH:23]=[N:24][N:25]([CH3:27])[CH:26]=2)=[CH:18][CH:17]=1)[CH2:6][CH:7]1[CH2:12][CH2:11][NH:10][CH2:9][CH2:8]1)=[O:4].[CH:30]([C:32]1[CH:41]=[CH:40][C:35]([C:36]([O:38][CH3:39])=[O:37])=[CH:34][CH:33]=1)=O.C(O[BH-](OC(=O)C)OC(=O)C)(=O)C.[Na+]. Product: [F:29][C:2]([F:28])([F:1])[C:3]([N:5]([CH2:6][CH:7]1[CH2:12][CH2:11][N:10]([CH2:30][C:32]2[CH:41]=[CH:40][C:35]([C:36]([O:38][CH3:39])=[O:37])=[CH:34][CH:33]=2)[CH2:9][CH2:8]1)[C@@H:13]1[CH2:15][C@H:14]1[C:16]1[CH:21]=[CH:20][C:19]([C:22]2[CH:23]=[N:24][N:25]([CH3:27])[CH:26]=2)=[CH:18][CH:17]=1)=[O:4]. (3) Reactant: [CH3:1][O:2][C:3]1[CH:8]=[C:7]([NH:9][C:10](=[O:35])[C:11]2[CH:16]=[C:15]([CH2:17][C:18]3[C:19](=[O:30])[C:20]([O:28][CH3:29])=[C:21]([O:26][CH3:27])[C:22](=[O:25])[C:23]=3[CH3:24])[CH:14]=[CH:13][C:12]=2[O:31]C(=O)C)[CH:6]=[CH:5][N:4]=1.C(=O)([O-])O.[Na+]. Product: [CH3:1][O:2][C:3]1[CH:8]=[C:7]([NH:9][C:10](=[O:35])[C:11]2[CH:16]=[C:15]([CH2:17][C:18]3[C:19](=[O:30])[C:20]([O:28][CH3:29])=[C:21]([O:26][CH3:27])[C:22](=[O:25])[C:23]=3[CH3:24])[CH:14]=[CH:13][C:12]=2[OH:31])[CH:6]=[CH:5][N:4]=1. The catalyst class is: 24. (4) Reactant: [CH3:1][CH:2]1[CH2:7][CH2:6][CH2:5][CH2:4][CH:3]1[NH:8][C:9]1[C:10]2[N:11]([CH:17]=[CH:18][CH:19]=2)[N:12]=[CH:13][C:14]=1[C:15]#[N:16].[NH2:20][OH:21]. Product: [OH:21][NH:20][C:15]([C:14]1[CH:13]=[N:12][N:11]2[CH:17]=[CH:18][CH:19]=[C:10]2[C:9]=1[NH:8][CH:3]1[CH2:4][CH2:5][CH2:6][CH2:7][CH:2]1[CH3:1])=[NH:16]. The catalyst class is: 8. (5) Reactant: Cl[C:2]1[CH:3]=[C:4]([NH:11][C:12]2[CH:17]=[CH:16][CH:15]=[C:14]([N:18]3[CH2:22][CH2:21][CH2:20][CH:19]3[CH3:23])[N:13]=2)[C:5]2[N:6]([CH:8]=[CH:9][N:10]=2)[N:7]=1.[C:24]1([CH3:33])[CH:29]=[CH:28][CH:27]=[CH:26][C:25]=1B(O)O.CC(C1C=C(C(C)C)C(C2C=CC=CC=2P(C2CCCCC2)C2CCCCC2)=C(C(C)C)C=1)C.C([O-])([O-])=O.[Na+].[Na+]. Product: [CH3:23][CH:19]1[CH2:20][CH2:21][CH2:22][N:18]1[C:14]1[N:13]=[C:12]([NH:11][C:4]2[C:5]3[N:6]([CH:8]=[CH:9][N:10]=3)[N:7]=[C:2]([C:25]3[CH:26]=[CH:27][CH:28]=[CH:29][C:24]=3[CH3:33])[CH:3]=2)[CH:17]=[CH:16][CH:15]=1. The catalyst class is: 333. (6) Reactant: [Br:1][C:2]1[CH:3]=[CH:4][C:5]2[O:11][CH:10]([CH2:12][O:13][Si:14]([C:17]([CH3:20])([CH3:19])[CH3:18])([CH3:16])[CH3:15])[CH2:9][N:8]3[CH:21]=[CH:22][N:23]=[C:7]3[C:6]=2[CH:24]=1.ClC1C=CC2OCCC3N(C=C(C([O:42][CH3:43])=O)N=3)C=2N=1.CCCC[N+:48](CCCC)(CCCC)CCCC.[F-]. Product: [Br:1][C:2]1[CH:3]=[CH:4][C:5]2[O:11][CH:10]([CH2:12][O:13][Si:14]([C:17]([CH3:20])([CH3:18])[CH3:19])([CH3:15])[CH3:16])[CH2:9][N:8]3[CH:21]=[C:22]([C:43]([NH2:48])=[O:42])[N:23]=[C:7]3[C:6]=2[CH:24]=1. The catalyst class is: 54.